Predict which catalyst facilitates the given reaction. From a dataset of Catalyst prediction with 721,799 reactions and 888 catalyst types from USPTO. (1) Reactant: [Cl:1][C:2]1[CH:7]=[C:6]([O:8][CH3:9])[CH:5]=[CH:4][C:3]=1[C:10]([CH3:14])([CH3:13])[C:11]#[N:12].[Br:15]N1C(=O)CCC1=O. Product: [Br:15][C:5]1[C:6]([O:8][CH3:9])=[CH:7][C:2]([Cl:1])=[C:3]([C:10]([CH3:14])([CH3:13])[C:11]#[N:12])[CH:4]=1. The catalyst class is: 67. (2) Reactant: [CH3:1][C:2]1[C:14]2[N:13]([CH3:15])[C:12]3[C:7](=[CH:8][CH:9]=[CH:10][CH:11]=3)[C:6]=2[CH:5]=[C:4]([CH:16]=O)[CH:3]=1.[CH3:18][CH:19]([CH3:35])[C:20]([NH:22][C:23]1[CH:28]=[CH:27][CH:26]=[C:25]([CH:29]2[CH2:34][CH2:33][NH:32][CH2:31][CH2:30]2)[CH:24]=1)=[O:21]. Product: [CH3:1][C:2]1[C:14]2[N:13]([CH3:15])[C:12]3[C:7](=[CH:8][CH:9]=[CH:10][CH:11]=3)[C:6]=2[CH:5]=[C:4]([CH2:16][N:32]2[CH2:33][CH2:34][CH:29]([C:25]3[CH:24]=[C:23]([NH:22][C:20](=[O:21])[CH:19]([CH3:35])[CH3:18])[CH:28]=[CH:27][CH:26]=3)[CH2:30][CH2:31]2)[CH:3]=1. The catalyst class is: 52.